From a dataset of Forward reaction prediction with 1.9M reactions from USPTO patents (1976-2016). Predict the product of the given reaction. (1) Given the reactants Cl[C:2]1[CH:7]=[CH:6][N:5]=[C:4]([O:8]C)[C:3]=1[C:10]1[NH:29][C:13]2=[CH:14][C:15]3[C:16](=[O:28])[N:17]([C:22]4[CH:23]=[N:24][CH:25]=[CH:26][CH:27]=4)[C:18](=[O:21])[C:19]=3[CH:20]=[C:12]2[N:11]=1.Cl.[F:31][C:32]1[C:37]([F:38])=[CH:36][C:35]([F:39])=[C:34]([F:40])[C:33]=1[CH2:41][C@@H:42]([NH2:44])[CH3:43].C(N(CC)C(C)C)(C)C, predict the reaction product. The product is: [O:8]=[C:4]1[C:3]([C:10]2[NH:11][C:12]3=[CH:20][C:19]4[C:18](=[O:21])[N:17]([C:22]5[CH:23]=[N:24][CH:25]=[CH:26][CH:27]=5)[C:16](=[O:28])[C:15]=4[CH:14]=[C:13]3[N:29]=2)=[C:2]([NH:44][C@@H:42]([CH3:43])[CH2:41][C:33]2[C:34]([F:40])=[C:35]([F:39])[CH:36]=[C:37]([F:38])[C:32]=2[F:31])[CH:7]=[CH:6][NH:5]1. (2) Given the reactants [CH3:1][O:2][C:3]1[CH:8]=[C:7]([O:9][CH3:10])[CH:6]=[CH:5][C:4]=1[C:11]1[C:19]2[C:14](=[C:15]([C:20]([F:23])([F:22])[F:21])[CH:16]=[CH:17][CH:18]=2)[NH:13][N:12]=1.I[CH2:25][CH2:26][CH3:27], predict the reaction product. The product is: [CH3:1][O:2][C:3]1[CH:8]=[C:7]([O:9][CH3:10])[CH:6]=[CH:5][C:4]=1[C:11]1[N:12]([CH2:25][CH2:26][CH3:27])[N:13]=[C:14]2[C:19]=1[CH:18]=[CH:17][CH:16]=[C:15]2[C:20]([F:23])([F:22])[F:21].